Dataset: Peptide-MHC class I binding affinity with 185,985 pairs from IEDB/IMGT. Task: Regression. Given a peptide amino acid sequence and an MHC pseudo amino acid sequence, predict their binding affinity value. This is MHC class I binding data. (1) The peptide sequence is GMFSWNLAY. The MHC is SLA-30401 with pseudo-sequence YDEMYKENAGSTFVNNLYLSYSDYTRAAMSYAWY. The binding affinity (normalized) is 0.0847. (2) The peptide sequence is RKPLAFFSW. The MHC is Mamu-B17 with pseudo-sequence Mamu-B17. The binding affinity (normalized) is 0.364. (3) The peptide sequence is AEPPFGDSYI. The MHC is HLA-B44:03 with pseudo-sequence HLA-B44:03. The binding affinity (normalized) is 0.596. (4) The peptide sequence is KSKRNDGDLDK. The MHC is Mamu-A01 with pseudo-sequence Mamu-A01. The binding affinity (normalized) is 0.204. (5) The peptide sequence is HAPWTQMAM. The MHC is HLA-B57:01 with pseudo-sequence HLA-B57:01. The binding affinity (normalized) is 0.0847. (6) The peptide sequence is MLNRYKLIY. The MHC is HLA-B14:02 with pseudo-sequence HLA-B14:02. The binding affinity (normalized) is 0.0847.